Dataset: Catalyst prediction with 721,799 reactions and 888 catalyst types from USPTO. Task: Predict which catalyst facilitates the given reaction. (1) Reactant: [Br:1][C:2]1[CH:3]=[C:4]2[C:8](=[CH:9][CH:10]=1)[C:7](=O)[CH2:6][CH2:5]2.[CH:12]([N-:15]C(C)C)(C)C.[Li+].C(OP(C#N)(=O)OCC)C. Product: [Br:1][C:2]1[CH:3]=[C:4]2[C:8]([C:7]([C:12]#[N:15])=[CH:6][CH2:5]2)=[CH:9][CH:10]=1. The catalyst class is: 1. (2) Reactant: [C:1]([N:4]1[C:13]2[C:8](=[CH:9][C:10]([C:14]([O:16][CH2:17][CH3:18])=[O:15])=[CH:11][CH:12]=2)[C@H:7]([NH2:19])[C@@H:6]([CH3:20])[C@@H:5]1[CH3:21])(=[O:3])[CH3:2].F[C:23]1[N:28]=[CH:27][CH:26]=[CH:25][N:24]=1.CCN(C(C)C)C(C)C. Product: [C:1]([N:4]1[C:13]2[C:8](=[CH:9][C:10]([C:14]([O:16][CH2:17][CH3:18])=[O:15])=[CH:11][CH:12]=2)[C@H:7]([NH:19][C:23]2[N:28]=[CH:27][CH:26]=[CH:25][N:24]=2)[C@@H:6]([CH3:20])[C@@H:5]1[CH3:21])(=[O:3])[CH3:2]. The catalyst class is: 197. (3) Reactant: [Br:1][C:2]1[C:10]2[C:5](=[CH:6][CH:7]=[C:8]([N+:11]([O-])=O)[CH:9]=2)[NH:4][N:3]=1.Cl[Sn]Cl.O. Product: [Br:1][C:2]1[C:10]2[C:5](=[CH:6][CH:7]=[C:8]([NH2:11])[CH:9]=2)[NH:4][N:3]=1. The catalyst class is: 14. (4) Reactant: [CH2:1]([C:8]1[N:13]=[N:12][C:11]([N:14]2[CH2:19][CH2:18][CH:17]([C:20]([OH:22])=O)[CH2:16][CH2:15]2)=[C:10]([CH3:23])[C:9]=1[CH3:24])[C:2]1[CH:7]=[CH:6][CH:5]=[CH:4][CH:3]=1.CCN(C(C)C)C(C)C.CN(C(O[N:42]1N=[N:49][C:44]2C=CC=N[C:43]1=2)=[N+](C)C)C.F[P-](F)(F)(F)(F)F.Cl.NCC#N. Product: [C:43]([CH2:44][NH:49][C:20]([CH:17]1[CH2:16][CH2:15][N:14]([C:11]2[N:12]=[N:13][C:8]([CH2:1][C:2]3[CH:3]=[CH:4][CH:5]=[CH:6][CH:7]=3)=[C:9]([CH3:24])[C:10]=2[CH3:23])[CH2:19][CH2:18]1)=[O:22])#[N:42]. The catalyst class is: 31. (5) Reactant: [Br:1][C:2]1[CH:3]=[C:4]2[C:9](=[CH:10][CH:11]=1)[O:8][CH2:7][CH:6]([N+:12]([O-])=O)[CH2:5]2. Product: [Br:1][C:2]1[CH:3]=[C:4]2[C:9](=[CH:10][CH:11]=1)[O:8][CH2:7][CH:6]([NH2:12])[CH2:5]2. The catalyst class is: 183. (6) Reactant: [C:1]([N:8]1[CH2:13][CH2:12][NH:11][CH2:10][CH2:9]1)([O:3][C:4]([CH3:7])([CH3:6])[CH3:5])=[O:2].Cl[C:15]([O:17][C:18]1[CH:23]=[CH:22][C:21]([N+:24]([O-:26])=[O:25])=[CH:20][CH:19]=1)=[O:16]. Product: [N+:24]([C:21]1[CH:20]=[CH:19][C:18]([O:17][C:15]([N:11]2[CH2:10][CH2:9][N:8]([C:1]([O:3][C:4]([CH3:7])([CH3:6])[CH3:5])=[O:2])[CH2:13][CH2:12]2)=[O:16])=[CH:23][CH:22]=1)([O-:26])=[O:25]. The catalyst class is: 4. (7) Reactant: [Cl:1][C:2]1[CH:3]=[C:4]([CH:8]([NH:11]C(=O)OC(C)(C)C)[CH2:9][F:10])[CH:5]=[CH:6][CH:7]=1.Cl. Product: [Cl:1][C:2]1[CH:3]=[C:4]([CH:8]([NH2:11])[CH2:9][F:10])[CH:5]=[CH:6][CH:7]=1. The catalyst class is: 12. (8) Reactant: [S:1]1[CH:5]=[CH:4][C:3]([C:6]([OH:8])=[O:7])=[CH:2]1.[Br:9]Br.O. Product: [Br:9][C:5]1[S:1][CH:2]=[C:3]([C:6]([OH:8])=[O:7])[CH:4]=1. The catalyst class is: 52. (9) Reactant: F[C:2]1[CH:3]=[CH:4][C:5]([C:8]([NH:10][CH3:11])=[O:9])=[N:6][CH:7]=1.[OH:12][CH2:13][C@@H:14]1[O:18][C:17]([C:19]2[NH:23][C:22]([C:24]3[CH:25]=[C:26]([OH:36])[CH:27]=[C:28]([O:30][C@@H:31]([CH3:35])[CH2:32][O:33][CH3:34])[CH:29]=3)=[CH:21][CH:20]=2)=[N:16][CH2:15]1.C(=O)([O-])[O-].[K+].[K+].O. Product: [OH:12][CH2:13][C@@H:14]1[O:18][C:17]([C:19]2[NH:23][C:22]([C:24]3[CH:25]=[C:26]([CH:27]=[C:28]([O:30][C@@H:31]([CH3:35])[CH2:32][O:33][CH3:34])[CH:29]=3)[O:36][C:2]3[CH:3]=[CH:4][C:5]([C:8]([NH:10][CH3:11])=[O:9])=[N:6][CH:7]=3)=[CH:21][CH:20]=2)=[N:16][CH2:15]1. The catalyst class is: 9.